From a dataset of Forward reaction prediction with 1.9M reactions from USPTO patents (1976-2016). Predict the product of the given reaction. (1) Given the reactants Cl.[NH2:2][CH2:3][C:4]1[C:5]([CH3:23])=[C:6]([C:10]2[CH:11]=[C:12]3[C:17](=[CH:18][C:19]=2[F:20])[N:16]([CH3:21])[C:15](=[O:22])[CH2:14][CH2:13]3)[CH:7]=[N:8][CH:9]=1.[CH3:24][C:25]1[O:29][N:28]=[CH:27][C:26]=1[C:30](O)=[O:31], predict the reaction product. The product is: [F:20][C:19]1[CH:18]=[C:17]2[C:12]([CH2:13][CH2:14][C:15](=[O:22])[N:16]2[CH3:21])=[CH:11][C:10]=1[C:6]1[C:5]([CH3:23])=[C:4]([CH2:3][NH:2][C:30]([C:26]2[CH:27]=[N:28][O:29][C:25]=2[CH3:24])=[O:31])[CH:9]=[N:8][CH:7]=1. (2) Given the reactants [CH3:1][O:2][C:3]1[CH:4]=[C:5]2[C:10]3=[C:11]([CH:13]=[CH:14][N:9]3[CH2:8][CH2:7][CH2:6]2)[CH:12]=1.[CH3:15][N:16]1[CH2:21][CH2:20][CH2:19][CH2:18][C:17]1=O, predict the reaction product. The product is: [CH3:1][O:2][C:3]1[CH:4]=[C:5]2[C:10]3=[C:11]([C:13]([C:19]4[CH2:20][CH2:21][N:16]([CH3:15])[CH2:17][CH:18]=4)=[CH:14][N:9]3[CH2:8][CH2:7][CH2:6]2)[CH:12]=1. (3) Given the reactants [Cl:1][C:2]1[C:7]([CH:8]=O)=[C:6]([Cl:10])[N:5]=[CH:4][N:3]=1.[NH2:11][OH:12].Cl.C([O-])(=O)C.[Na+], predict the reaction product. The product is: [Cl:1][C:2]1[C:7]([CH:8]=[N:11][OH:12])=[C:6]([Cl:10])[N:5]=[CH:4][N:3]=1. (4) Given the reactants [CH:1]1([C:4]#[C:5][Si:6]([CH3:9])([CH3:8])[CH3:7])[CH2:3][CH2:2]1.[Li][CH2:11]CCC.S(OC)(OC)(=O)=O, predict the reaction product. The product is: [CH3:7][Si:6]([CH3:9])([CH3:8])[C:5]#[C:4][C:1]1([CH3:11])[CH2:3][CH2:2]1. (5) Given the reactants C([O:3][C:4](=O)[NH:5][C:6](=[O:30])[C:7](=[N:10][NH:11][C:12]1[CH:17]=[C:16]([CH3:18])[C:15]([O:19][C:20]2[CH:25]=[CH:24][C:23]([O:26][CH3:27])=[C:22]([Br:28])[CH:21]=2)=[C:14]([CH3:29])[CH:13]=1)[C:8]#[N:9])C.C([O-])(=O)C.[K+], predict the reaction product. The product is: [Br:28][C:22]1[CH:21]=[C:20]([CH:25]=[CH:24][C:23]=1[O:26][CH3:27])[O:19][C:15]1[C:16]([CH3:18])=[CH:17][C:12]([N:11]2[C:4](=[O:3])[NH:5][C:6](=[O:30])[C:7]([C:8]#[N:9])=[N:10]2)=[CH:13][C:14]=1[CH3:29]. (6) The product is: [CH2:17]([S:14]([N:11]1[CH2:12][CH2:13][N:8]([C:5]2[N:4]=[C:3]([C:19]3[N:23]([CH3:22])[C:24]4[CH:29]=[CH:28][CH:27]=[CH:26][C:25]=4[N:30]=3)[C:2]([NH2:1])=[N:7][CH:6]=2)[CH2:9][CH2:10]1)(=[O:16])=[O:15])[CH3:18]. Given the reactants [NH2:1][C:2]1[C:3]([C:19](O)=O)=[N:4][C:5]([N:8]2[CH2:13][CH2:12][N:11]([S:14]([CH2:17][CH3:18])(=[O:16])=[O:15])[CH2:10][CH2:9]2)=[CH:6][N:7]=1.[CH3:22][NH:23][C:24]1[C:25]([NH2:30])=[CH:26][CH:27]=[CH:28][CH:29]=1.C(OP(C#N)(OCC)=O)C.C(N(CC)CC)C, predict the reaction product. (7) Given the reactants C([O:4][C@H:5]1[C@@H:21]([O:22]C(=O)C)[C@H:20]([O:26]C(=O)C)[C@@H:19]([CH2:30][O:31]C(=O)C)[O:18][C@@H:6]1[O:7][CH2:8][CH2:9][CH2:10][CH2:11][CH2:12][C:13]([O:15][CH2:16]C)=[O:14])(=O)C.C[O-].[Na+], predict the reaction product. The product is: [O:7]([CH2:8][CH2:9][CH2:10][CH2:11][CH2:12][C:13]([O:15][CH3:16])=[O:14])[C@H:6]1[O:18][C@H:19]([CH2:30][OH:31])[C@@H:20]([OH:26])[C@H:21]([OH:22])[C@@H:5]1[OH:4].